This data is from Catalyst prediction with 721,799 reactions and 888 catalyst types from USPTO. The task is: Predict which catalyst facilitates the given reaction. (1) Reactant: [CH3:1][O:2][C:3]([C:5]1[C:6]2[C:7](I)=[CH:8][N:9]([S:14]([C:17]3[CH:22]=[CH:21][C:20]([CH3:23])=[CH:19][CH:18]=3)(=[O:16])=[O:15])[C:10]=2[CH:11]=[CH:12][CH:13]=1)=[O:4].C([Sn](CCCC)(CCCC)[C:30]1[C:38]2[C:33](=[CH:34][CH:35]=[CH:36][CH:37]=2)[N:32]([S:39]([C:42]2[CH:47]=[CH:46][C:45]([CH3:48])=[CH:44][CH:43]=2)(=[O:41])=[O:40])[CH:31]=1)CCC. Product: [CH3:1][O:2][C:3]([C:5]1[C:6]2[C:7]([C:30]3[C:38]4[C:33](=[CH:34][CH:35]=[CH:36][CH:37]=4)[N:32]([S:39]([C:42]4[CH:47]=[CH:46][C:45]([CH3:48])=[CH:44][CH:43]=4)(=[O:41])=[O:40])[CH:31]=3)=[CH:8][N:9]([S:14]([C:17]3[CH:22]=[CH:21][C:20]([CH3:23])=[CH:19][CH:18]=3)(=[O:16])=[O:15])[C:10]=2[CH:11]=[CH:12][CH:13]=1)=[O:4]. The catalyst class is: 555. (2) Reactant: C(O)(=O)/C=C\C(O)=O.C(O)(=O)/C=C\C(O)=O.[NH2:17][C:18]1[N:26]=[C:25]([O:27][CH2:28][CH2:29][CH2:30][CH3:31])[N:24]=[C:23]2[C:19]=1[NH:20][C:21](=[O:45])[N:22]2[CH2:32][CH2:33][CH2:34][NH:35][CH2:36][CH2:37][CH2:38][N:39]1[CH2:44][CH2:43][O:42][CH2:41][CH2:40]1.C(N(CC)CC)C.C(O[BH3-])(=O)C.[Na+].[CH:59]([C:61]1[CH:62]=[C:63]([CH2:67][C:68]([O:70][CH3:71])=[O:69])[CH:64]=[CH:65][CH:66]=1)=O.C(=O)([O-])[O-].[Na+].[Na+]. Product: [NH2:17][C:18]1[N:26]=[C:25]([O:27][CH2:28][CH2:29][CH2:30][CH3:31])[N:24]=[C:23]2[C:19]=1[NH:20][C:21](=[O:45])[N:22]2[CH2:32][CH2:33][CH2:34][N:35]([CH2:59][C:61]1[CH:62]=[C:63]([CH2:67][C:68]([O:70][CH3:71])=[O:69])[CH:64]=[CH:65][CH:66]=1)[CH2:36][CH2:37][CH2:38][N:39]1[CH2:40][CH2:41][O:42][CH2:43][CH2:44]1. The catalyst class is: 179. (3) Reactant: Cl.[CH3:2][NH:3][CH3:4].C=O.[NH:7]1[C:11]2=[N:12][CH:13]=[CH:14][CH:15]=[C:10]2[CH:9]=[C:8]1[C:16]([O:18][CH2:19][CH3:20])=[O:17].[C:21](O)(=O)C. Product: [CH2:19]([O:18][C:16]([C:8]1[NH:7][C:11]2=[N:12][CH:13]=[CH:14][CH:15]=[C:10]2[C:9]=1[CH2:2][N:3]([CH3:21])[CH3:4])=[O:17])[CH3:20]. The catalyst class is: 8.